Dataset: Full USPTO retrosynthesis dataset with 1.9M reactions from patents (1976-2016). Task: Predict the reactants needed to synthesize the given product. (1) Given the product [N:16]1([CH:12]2[CH2:14][CH2:15][CH:9]([NH:8][C:6](=[O:7])[O:5][C:2]([CH3:4])([CH3:3])[CH3:1])[CH2:10][CH2:11]2)[CH2:19][CH2:18][CH2:17]1, predict the reactants needed to synthesize it. The reactants are: [CH3:1][C:2]([O:5][C:6]([NH:8][CH:9]1[CH2:15][CH2:14][C:12](=O)[CH2:11][CH2:10]1)=[O:7])([CH3:4])[CH3:3].[NH:16]1[CH2:19][CH2:18][CH2:17]1.C([O-])(=O)C.[Na+].C(O[BH-](OC(=O)C)OC(=O)C)(=O)C.[Na+]. (2) Given the product [Cl:1][C:2]1[C:3]2[NH:9][C:16]3[CH2:17][CH2:18][NH:13][CH2:14][C:15]=3[C:4]=2[CH:5]=[CH:6][C:7]=1[Cl:8], predict the reactants needed to synthesize it. The reactants are: [Cl:1][C:2]1[C:7]([Cl:8])=[CH:6][CH:5]=[CH:4][C:3]=1[NH:9]N.O.Cl.[NH:13]1[CH2:18][CH2:17][C:16](=O)[CH2:15][CH2:14]1.Cl. (3) Given the product [CH2:6]([NH:1][C@H:2]([CH3:5])[CH2:3][OH:4])[C:7]1[CH:12]=[CH:11][CH:10]=[CH:9][CH:8]=1, predict the reactants needed to synthesize it. The reactants are: [NH2:1][C@H:2]([CH3:5])[CH2:3][OH:4].[CH:6](=O)[C:7]1[CH:12]=[CH:11][CH:10]=[CH:9][CH:8]=1.[BH4-].[Na+].CO. (4) Given the product [CH2:1]([O:3][C:4]([C:5]1[S:19][C:17]([CH3:18])=[N:20][C:6]=1[C:7]1[CH:12]=[CH:11][CH:10]=[CH:9][C:8]=1[CH3:13])=[O:16])[CH3:2], predict the reactants needed to synthesize it. The reactants are: [CH2:1]([O:3][C:4](=[O:16])[CH:5](Br)[C:6](=O)[C:7]1[CH:12]=[CH:11][CH:10]=[CH:9][C:8]=1[CH3:13])[CH3:2].[C:17]([NH2:20])(=[S:19])[CH3:18]. (5) The reactants are: [CH3:1][CH:2]([CH3:27])[C:3]([C:5]1[CH:9]([C:10]2[CH:15]=[CH:14][CH:13]=[CH:12][C:11]=2[O:16][CH3:17])[N:8]([C:18]2[CH:23]=[CH:22][C:21](Br)=[CH:20][CH:19]=2)[C:7](=[O:25])[C:6]=1[OH:26])=[O:4].[S:28]1[CH:32]=[CH:31][C:30](B(O)O)=[CH:29]1.P([O-])([O-])([O-])=O.[K+].[K+].[K+].COCCOC. Given the product [CH3:1][CH:2]([CH3:27])[C:3]([C:5]1[CH:9]([C:10]2[CH:15]=[CH:14][CH:13]=[CH:12][C:11]=2[O:16][CH3:17])[N:8]([C:18]2[CH:23]=[CH:22][C:21]([C:30]3[CH:31]=[CH:32][S:28][CH:29]=3)=[CH:20][CH:19]=2)[C:7](=[O:25])[C:6]=1[OH:26])=[O:4], predict the reactants needed to synthesize it. (6) Given the product [F:33][C:3]([F:2])([F:32])[C:4]1[CH:9]=[C:8]([C:10]2[O:14][N:13]=[C:12]([C:15]3[CH:25]=[CH:24][C:18]4[CH2:19][CH2:20][N:21]([CH2:44][CH2:45][CH2:46][C:47]([O:49][CH2:50][CH3:51])=[O:48])[CH2:22][CH2:23][C:17]=4[CH:16]=3)[N:11]=2)[CH:7]=[CH:6][C:5]=1[C:26]1[CH:27]=[CH:28][CH:29]=[CH:30][CH:31]=1, predict the reactants needed to synthesize it. The reactants are: Cl.[F:2][C:3]([F:33])([F:32])[C:4]1[CH:9]=[C:8]([C:10]2[O:14][N:13]=[C:12]([C:15]3[CH:25]=[CH:24][C:18]4[CH2:19][CH2:20][NH:21][CH2:22][CH2:23][C:17]=4[CH:16]=3)[N:11]=2)[CH:7]=[CH:6][C:5]=1[C:26]1[CH:31]=[CH:30][CH:29]=[CH:28][CH:27]=1.CCN(C(C)C)C(C)C.Br[CH2:44][CH2:45][CH2:46][C:47]([O:49][CH2:50][CH3:51])=[O:48]. (7) The reactants are: [C:1]([NH:4][C:5]1[CH:13]=[CH:12][C:8]([C:9]([OH:11])=O)=[CH:7][C:6]=1[Br:14])(=[O:3])[CH3:2].C1CN([P+](ON2N=NC3C=CC=CC2=3)(N2CCCC2)N2CCCC2)CC1.F[P-](F)(F)(F)(F)F.C(N(C(C)C)CC)(C)C.Cl.[C:58]([NH:62][NH2:63])([CH3:61])([CH3:60])[CH3:59]. Given the product [Br:14][C:6]1[CH:7]=[C:8]([C:9]([NH:63][NH:62][C:58]([CH3:61])([CH3:60])[CH3:59])=[O:11])[CH:12]=[CH:13][C:5]=1[NH:4][C:1](=[O:3])[CH3:2], predict the reactants needed to synthesize it. (8) Given the product [CH:27]1([C:30]([NH:32][NH:33][C:23]([C:22]2[CH:21]=[N:20][N:17]3[CH:18]=[CH:19][C:14]([N:10]4[CH2:11][CH2:12][CH2:13][CH:9]4[C:3]4[CH:4]=[C:5]([F:8])[CH:6]=[CH:7][C:2]=4[F:1])=[N:15][C:16]=23)=[O:24])=[O:31])[CH2:29][CH2:28]1, predict the reactants needed to synthesize it. The reactants are: [F:1][C:2]1[CH:7]=[CH:6][C:5]([F:8])=[CH:4][C:3]=1[CH:9]1[CH2:13][CH2:12][CH2:11][N:10]1[C:14]1[CH:19]=[CH:18][N:17]2[N:20]=[CH:21][C:22]([C:23](O)=[O:24])=[C:16]2[N:15]=1.Cl.[CH:27]1([C:30]([NH:32][NH2:33])=[O:31])[CH2:29][CH2:28]1.CCN(C(C)C)C(C)C.CN(C(ON1N=NC2C=CC=NC1=2)=[N+](C)C)C.F[P-](F)(F)(F)(F)F. (9) Given the product [C:8]([C:5]1[N:6]=[CH:7][C:2]([NH:1][C:17](=[O:18])[O:19][C:20]2[CH:25]=[CH:24][CH:23]=[CH:22][CH:21]=2)=[CH:3][CH:4]=1)#[N:9], predict the reactants needed to synthesize it. The reactants are: [NH2:1][C:2]1[CH:3]=[CH:4][C:5]([C:8]#[N:9])=[N:6][CH:7]=1.N1C=CC=CC=1.Cl[C:17]([O:19][C:20]1[CH:25]=[CH:24][CH:23]=[CH:22][CH:21]=1)=[O:18]. (10) Given the product [ClH:19].[C:1]([O:5][C:6](=[O:13])[NH:7][C:8]1([C:11](=[NH:18])[NH2:12])[CH2:10][CH2:9]1)([CH3:4])([CH3:2])[CH3:3], predict the reactants needed to synthesize it. The reactants are: [C:1]([O:5][C:6](=[O:13])[NH:7][C:8]1([C:11]#[N:12])[CH2:10][CH2:9]1)([CH3:4])([CH3:3])[CH3:2].CC[O-].[Na+].[NH4+:18].[Cl-:19].N.